Task: Regression. Given a peptide amino acid sequence and an MHC pseudo amino acid sequence, predict their binding affinity value. This is MHC class II binding data.. Dataset: Peptide-MHC class II binding affinity with 134,281 pairs from IEDB (1) The peptide sequence is YHFDLSGIAFGSMAK. The MHC is DRB1_1001 with pseudo-sequence DRB1_1001. The binding affinity (normalized) is 0.541. (2) The peptide sequence is VSAISQTEVKEEGKE. The MHC is DRB1_0404 with pseudo-sequence DRB1_0404. The binding affinity (normalized) is 0.207. (3) The peptide sequence is KLLPVPPTVTIFKIS. The MHC is DRB1_0701 with pseudo-sequence DRB1_0701. The binding affinity (normalized) is 0.605. (4) The peptide sequence is GELQSVDKIDAAFKI. The MHC is DRB1_1101 with pseudo-sequence DRB1_1101. The binding affinity (normalized) is 0.520. (5) The peptide sequence is EKKYFAATQFEALAA. The MHC is DRB1_1001 with pseudo-sequence DRB1_1001. The binding affinity (normalized) is 0.771. (6) The peptide sequence is LRQNEFGPARYQVVR. The MHC is DRB1_0101 with pseudo-sequence DRB1_0101. The binding affinity (normalized) is 0.630.